From a dataset of Reaction yield outcomes from USPTO patents with 853,638 reactions. Predict the reaction yield, written as a fraction of the theoretical maximum amount of product (1.0 means a 100% yield; for example, 0.34 means a 34% yield). The reactants are [C:1]1(=[O:7])[O:6][C:4](=[O:5])[CH:3]=[CH:2]1.S(OCC)(OCC)(=O)=O.[Cl-].[Al+3].[Cl-].[Cl-].[CH3:21][O:22][C:23]1[CH:28]=[CH:27][CH:26]=[CH:25][C:24]=1[O:29][CH3:30].Cl.[I-].[Na+].Cl[Si](C)(C)C. The catalyst is [Cu](I)I.ClC1C=CC=CC=1. The product is [CH3:21][O:22][C:23]1[CH:28]=[C:27]([C:4](=[O:5])/[CH:3]=[CH:2]/[C:1]([OH:6])=[O:7])[CH:26]=[CH:25][C:24]=1[O:29][CH3:30]. The yield is 0.542.